Dataset: NCI-60 drug combinations with 297,098 pairs across 59 cell lines. Task: Regression. Given two drug SMILES strings and cell line genomic features, predict the synergy score measuring deviation from expected non-interaction effect. (1) Drug 2: CC1CCCC2(C(O2)CC(NC(=O)CC(C(C(=O)C(C1O)C)(C)C)O)C(=CC3=CSC(=N3)C)C)C. Cell line: CAKI-1. Synergy scores: CSS=43.9, Synergy_ZIP=-3.32, Synergy_Bliss=-3.45, Synergy_Loewe=0.204, Synergy_HSA=0.328. Drug 1: CC1OCC2C(O1)C(C(C(O2)OC3C4COC(=O)C4C(C5=CC6=C(C=C35)OCO6)C7=CC(=C(C(=C7)OC)O)OC)O)O. (2) Drug 1: C1CCC(C1)C(CC#N)N2C=C(C=N2)C3=C4C=CNC4=NC=N3. Drug 2: COC1=C(C=C2C(=C1)N=CN=C2NC3=CC(=C(C=C3)F)Cl)OCCCN4CCOCC4. Cell line: NCI-H522. Synergy scores: CSS=45.1, Synergy_ZIP=4.11, Synergy_Bliss=5.42, Synergy_Loewe=-1.62, Synergy_HSA=7.79. (3) Drug 1: CC12CCC3C(C1CCC2NC(=O)OCC(F)(F)F)CCC4C3(C=CC(=O)N4C)C. Drug 2: CS(=O)(=O)CCNCC1=CC=C(O1)C2=CC3=C(C=C2)N=CN=C3NC4=CC(=C(C=C4)OCC5=CC(=CC=C5)F)Cl. Cell line: SK-OV-3. Synergy scores: CSS=24.0, Synergy_ZIP=7.56, Synergy_Bliss=8.58, Synergy_Loewe=-2.66, Synergy_HSA=3.74. (4) Drug 1: C1=NC2=C(N=C(N=C2N1C3C(C(C(O3)CO)O)O)F)N. Drug 2: CN1C2=C(C=C(C=C2)N(CCCl)CCCl)N=C1CCCC(=O)O.Cl. Cell line: RPMI-8226. Synergy scores: CSS=1.93, Synergy_ZIP=1.84, Synergy_Bliss=4.30, Synergy_Loewe=-0.214, Synergy_HSA=0.411. (5) Drug 1: C1CCC(C1)C(CC#N)N2C=C(C=N2)C3=C4C=CNC4=NC=N3. Drug 2: CN(C(=O)NC(C=O)C(C(C(CO)O)O)O)N=O. Cell line: NCI-H522. Synergy scores: CSS=0.371, Synergy_ZIP=-3.72, Synergy_Bliss=-4.91, Synergy_Loewe=-4.81, Synergy_HSA=-4.70. (6) Drug 1: CC1CCC2CC(C(=CC=CC=CC(CC(C(=O)C(C(C(=CC(C(=O)CC(OC(=O)C3CCCCN3C(=O)C(=O)C1(O2)O)C(C)CC4CCC(C(C4)OC)OCCO)C)C)O)OC)C)C)C)OC. Drug 2: C1=CN(C=N1)CC(O)(P(=O)(O)O)P(=O)(O)O. Cell line: MCF7. Synergy scores: CSS=28.0, Synergy_ZIP=-7.34, Synergy_Bliss=-1.86, Synergy_Loewe=-16.0, Synergy_HSA=-1.08. (7) Drug 1: C1=CC(=CC=C1CCC2=CNC3=C2C(=O)NC(=N3)N)C(=O)NC(CCC(=O)O)C(=O)O. Drug 2: COCCOC1=C(C=C2C(=C1)C(=NC=N2)NC3=CC=CC(=C3)C#C)OCCOC.Cl. Cell line: UACC62. Synergy scores: CSS=5.83, Synergy_ZIP=-4.68, Synergy_Bliss=-2.16, Synergy_Loewe=-0.874, Synergy_HSA=-0.498. (8) Drug 2: C1CN(CCN1C(=O)CCBr)C(=O)CCBr. Cell line: HCC-2998. Synergy scores: CSS=13.9, Synergy_ZIP=-8.81, Synergy_Bliss=0.672, Synergy_Loewe=-6.80, Synergy_HSA=-0.880. Drug 1: CCN(CC)CCCC(C)NC1=C2C=C(C=CC2=NC3=C1C=CC(=C3)Cl)OC. (9) Drug 1: CC1=C(C=C(C=C1)NC(=O)C2=CC=C(C=C2)CN3CCN(CC3)C)NC4=NC=CC(=N4)C5=CN=CC=C5. Drug 2: C1C(C(OC1N2C=NC(=NC2=O)N)CO)O. Cell line: HL-60(TB). Synergy scores: CSS=20.3, Synergy_ZIP=-1.35, Synergy_Bliss=3.97, Synergy_Loewe=-16.7, Synergy_HSA=3.39.